From a dataset of Forward reaction prediction with 1.9M reactions from USPTO patents (1976-2016). Predict the product of the given reaction. (1) Given the reactants F[C:2](F)(F)[C:3](O)=[O:4].[CH3:8][CH:9]1[CH2:14][CH2:13][N:12]([C:15]2[CH:20]=[C:19]([N:21]3[CH2:26][CH2:25][NH:24][CH2:23][CH2:22]3)[CH:18]=[CH:17][C:16]=2[NH:27][C:28]([C:30]2[NH:31][CH:32]=[C:33]([C:35]#[N:36])[CH:34]=2)=[O:29])[CH2:11][CH2:10]1.C(OC(=O)C)(=O)C.CCN(C(C)C)C(C)C.C(=O)(O)[O-].[Na+], predict the reaction product. The product is: [C:3]([N:24]1[CH2:23][CH2:22][N:21]([C:19]2[CH:18]=[CH:17][C:16]([NH:27][C:28]([C:30]3[NH:31][CH:32]=[C:33]([C:35]#[N:36])[CH:34]=3)=[O:29])=[C:15]([N:12]3[CH2:13][CH2:14][CH:9]([CH3:8])[CH2:10][CH2:11]3)[CH:20]=2)[CH2:26][CH2:25]1)(=[O:4])[CH3:2]. (2) Given the reactants [CH2:1]([O:3][C:4]([O:6][CH2:7][O:8][P:9]([CH2:18][CH:19]([OH:32])[CH2:20][NH:21]C(OCC1C=CC=CC=1)=O)([CH2:11][CH:12]1[CH2:17][CH2:16][CH2:15][CH2:14][CH2:13]1)=[O:10])=[O:5])[CH3:2], predict the reaction product. The product is: [CH2:1]([O:3][C:4]([O:6][CH2:7][O:8][P:9]([CH2:18][C@H:19]([OH:32])[CH2:20][NH2:21])([CH2:11][CH:12]1[CH2:17][CH2:16][CH2:15][CH2:14][CH2:13]1)=[O:10])=[O:5])[CH3:2]. (3) Given the reactants [C:1]([O:5][C:6]([NH:8][C@@H:9]([CH2:20][C:21]1[CH:26]=[CH:25][C:24]([O:27]CC2C=CC=CC=2)=[C:23]([O:35]CC2C=CC=CC=2)[CH:22]=1)[C:10]([O:12][C@H:13]([CH3:19])[CH2:14][O:15][C:16](=[O:18])[CH3:17])=[O:11])=[O:7])([CH3:4])([CH3:3])[CH3:2].[H][H], predict the reaction product. The product is: [OH:35][C:23]1[CH:22]=[C:21]([CH2:20][C@H:9]([NH:8][C:6]([O:5][C:1]([CH3:2])([CH3:4])[CH3:3])=[O:7])[C:10]([O:12][C@H:13]([CH3:19])[CH2:14][O:15][C:16](=[O:18])[CH3:17])=[O:11])[CH:26]=[CH:25][C:24]=1[OH:27]. (4) Given the reactants [BH4-].[Na+].[CH3:3][O:4][C:5]1[CH:6]=[C:7]2[C:16](=[CH:17][CH:18]=1)[N:15]=[CH:14][C:13]1[O:12][C:11](=[O:19])[C:10]([N:20]3[CH:24]=[C:23]([N+:25]([O-:27])=[O:26])[CH:22]=[N:21]3)=[CH:9][C:8]2=1.Cl.CO, predict the reaction product. The product is: [OH:19][CH2:11][CH:10]([N:20]1[CH:24]=[C:23]([N+:25]([O-:27])=[O:26])[CH:22]=[N:21]1)[CH2:9][C:8]1[C:7]2[C:16](=[CH:17][CH:18]=[C:5]([O:4][CH3:3])[CH:6]=2)[N:15]=[CH:14][C:13]=1[OH:12].